Dataset: Reaction yield outcomes from USPTO patents with 853,638 reactions. Task: Predict the reaction yield, written as a fraction of the theoretical maximum amount of product (1.0 means a 100% yield; for example, 0.34 means a 34% yield). (1) The reactants are [OH:1][C:2]1[CH:9]=[CH:8][C:5]([CH:6]=O)=[CH:4][CH:3]=1.[N:10]1([C:16]([O:18][C:19]([CH3:22])([CH3:21])[CH3:20])=[O:17])[CH2:15][CH2:14][NH:13][CH2:12][CH2:11]1.[BH3-]C#N.[Na+]. The catalyst is CO. The product is [OH:1][C:2]1[CH:9]=[CH:8][C:5]([CH2:6][N:13]2[CH2:12][CH2:11][N:10]([C:16]([O:18][C:19]([CH3:22])([CH3:21])[CH3:20])=[O:17])[CH2:15][CH2:14]2)=[CH:4][CH:3]=1. The yield is 0.170. (2) The reactants are [CH3:1][C:2]1[C:7](B2OC(C)(C)C(C)(C)O2)=[CH:6][CH:5]=[CH:4][C:3]=1[NH:17][S:18]([CH3:21])(=[O:20])=[O:19].Br[CH:23]=[C:24]1[C:30]2[CH:31]=[CH:32][CH:33]=[CH:34][C:29]=2[CH2:28][CH2:27][C:26]2[CH:35]=[CH:36][CH:37]=[CH:38][C:25]1=2. No catalyst specified. The product is [CH:35]1[C:26]2[CH2:27][CH2:28][C:29]3[CH:34]=[CH:33][CH:32]=[CH:31][C:30]=3[C:24](=[CH:23][C:7]3[C:2]([CH3:1])=[C:3]([NH:17][S:18]([CH3:21])(=[O:19])=[O:20])[CH:4]=[CH:5][CH:6]=3)[C:25]=2[CH:38]=[CH:37][CH:36]=1. The yield is 0.130.